From a dataset of Full USPTO retrosynthesis dataset with 1.9M reactions from patents (1976-2016). Predict the reactants needed to synthesize the given product. (1) Given the product [CH2:1]([C:8]1[CH:9]=[N:10][C:11]2[N:12]([N:15]=[CH:16][C:17]=2[C:18]([OH:20])=[O:19])[C:13]=1[CH3:14])[C:2]1[CH:7]=[CH:6][CH:5]=[CH:4][CH:3]=1, predict the reactants needed to synthesize it. The reactants are: [CH2:1]([C:8]1[CH:9]=[N:10][C:11]2[N:12]([N:15]=[CH:16][C:17]=2[C:18]([O:20]CC)=[O:19])[C:13]=1[CH3:14])[C:2]1[CH:7]=[CH:6][CH:5]=[CH:4][CH:3]=1.[OH-].[K+].Cl. (2) Given the product [CH3:1][O:2][C:3]([CH:5]1[CH2:10][CH2:9][CH2:8][CH:7]([OH:11])[N:6]1[C:12]([O:14][C:15]([CH3:18])([CH3:17])[CH3:16])=[O:13])=[O:4], predict the reactants needed to synthesize it. The reactants are: [CH3:1][O:2][C:3]([CH:5]1[CH2:10][CH2:9][CH2:8][C:7](=[O:11])[N:6]1[C:12]([O:14][C:15]([CH3:18])([CH3:17])[CH3:16])=[O:13])=[O:4].[NH4+].[Cl-]. (3) Given the product [Ru:40].[OH:39][C@@H:33]1[C:32]2[C:37](=[CH:38][C:29]([C:27]#[N:28])=[CH:30][CH:31]=2)[O:36][CH2:35][CH2:34]1, predict the reactants needed to synthesize it. The reactants are: CC1C=CC(S(N[C@H]([C@@H](N)C2C=CC=CC=2)C2C=CC=CC=2)(=O)=O)=CC=1.[C:27]([C:29]1[CH:38]=[C:37]2[C:32]([C:33](=[O:39])[CH2:34][CH2:35][O:36]2)=[CH:31][CH:30]=1)#[N:28].[Ru:40]. (4) Given the product [C:1]([C:3]1[C@@H:4]([C:17]2[CH:18]=[CH:19][CH:20]=[C:21]3[C:26]=2[O:25][C:24]([CH3:27])=[CH:23][C:22]3=[O:28])[C:5]([C:11]([O:13][CH2:14][CH2:15][CH3:16])=[O:12])=[C:6]([CH3:10])[NH:7][C:8]=1[CH3:9])#[N:2], predict the reactants needed to synthesize it. The reactants are: [C:1]([C:3]1[CH:4]([C:17]2[CH:18]=[CH:19][CH:20]=[C:21]3[C:26]=2[O:25][C:24]([CH3:27])=[CH:23][C:22]3=[O:28])[C:5]([C:11]([O:13][CH2:14][CH2:15][CH3:16])=[O:12])=[C:6]([CH3:10])[NH:7][C:8]=1[CH3:9])#[N:2].CCCC(C)C.C(O)C.C(NCC)C. (5) Given the product [OH:26][C:22]1[CH:21]=[C:20]([C:9]2[CH2:10][CH2:11][CH2:12][C:13]3[CH:18]=[C:17]([OH:19])[CH:16]=[CH:15][C:14]=3[C:8]=2[CH2:7][CH2:6][CH2:5][CH2:4][CH2:3][CH2:2][N:28]([CH3:27])[CH2:29][CH2:30][CH2:31][CH2:32][S:33]([CH2:36][CH2:37][C:38]([F:41])([F:39])[F:40])(=[O:35])=[O:34])[CH:25]=[CH:24][CH:23]=1, predict the reactants needed to synthesize it. The reactants are: Br[CH2:2][CH2:3][CH2:4][CH2:5][CH2:6][CH2:7][C:8]1[C:14]2[CH:15]=[CH:16][C:17]([OH:19])=[CH:18][C:13]=2[CH2:12][CH2:11][CH2:10][C:9]=1[C:20]1[CH:25]=[CH:24][CH:23]=[C:22]([OH:26])[CH:21]=1.[CH3:27][NH:28][CH2:29][CH2:30][CH2:31][CH2:32][S:33]([CH2:36][CH2:37][C:38]([F:41])([F:40])[F:39])(=[O:35])=[O:34]. (6) Given the product [C:43]1([CH3:42])[CH:51]=[CH:50][CH:49]=[C:45]([CH2:46][CH2:47][NH:48][CH2:38][C:36]2[CH:35]=[CH:34][CH:33]=[C:32]([CH2:31][O:30][C:23]3[C:24]4[C:29](=[CH:28][CH:27]=[CH:26][CH:25]=4)[C:20]4=[N:19][N:18]=[C:17]([C:16]([F:40])([F:15])[F:41])[N:21]4[N:22]=3)[N:37]=2)[CH:44]=1, predict the reactants needed to synthesize it. The reactants are: C(O[BH-](OC(=O)C)OC(=O)C)(=O)C.[Na+].[F:15][C:16]([F:41])([F:40])[C:17]1[N:21]2[N:22]=[C:23]([O:30][CH2:31][C:32]3[N:37]=[C:36]([CH:38]=O)[CH:35]=[CH:34][CH:33]=3)[C:24]3[C:29]([C:20]2=[N:19][N:18]=1)=[CH:28][CH:27]=[CH:26][CH:25]=3.[CH3:42][C:43]1[CH:44]=[C:45]([CH:49]=[CH:50][CH:51]=1)[CH2:46][CH2:47][NH2:48].